Predict the reaction yield, written as a fraction of the theoretical maximum amount of product (1.0 means a 100% yield; for example, 0.34 means a 34% yield). From a dataset of Reaction yield outcomes from USPTO patents with 853,638 reactions. (1) The reactants are Br[C:2]1[C:3](=[O:26])[N:4]([CH2:18][C:19]2[CH:24]=[CH:23][CH:22]=[C:21]([F:25])[CH:20]=2)[CH:5]=[CH:6][C:7]=1[O:8][CH2:9][C:10]1[CH:15]=[CH:14][C:13]([F:16])=[CH:12][C:11]=1[F:17].[C:27]([O-])([O-])=O.[K+].[K+].C([O-])([O-])=O.[Cs+].[Cs+].CB1OB(C)OB(C)O1. The catalyst is O1CCOCC1.C1C=CC([P]([Pd]([P](C2C=CC=CC=2)(C2C=CC=CC=2)C2C=CC=CC=2)([P](C2C=CC=CC=2)(C2C=CC=CC=2)C2C=CC=CC=2)[P](C2C=CC=CC=2)(C2C=CC=CC=2)C2C=CC=CC=2)(C2C=CC=CC=2)C2C=CC=CC=2)=CC=1. The product is [F:17][C:11]1[CH:12]=[C:13]([F:16])[CH:14]=[CH:15][C:10]=1[CH2:9][O:8][C:7]1[CH:6]=[CH:5][N:4]([CH2:18][C:19]2[CH:24]=[CH:23][CH:22]=[C:21]([F:25])[CH:20]=2)[C:3](=[O:26])[C:2]=1[CH3:27]. The yield is 0.790. (2) The reactants are [CH:1]([C:4]1[C:5]([CH3:11])=[N+:6]([O-])[CH:7]=[CH:8][CH:9]=1)([CH3:3])[CH3:2].C(OC(C(F)(F)F)=O)(C(F)(F)F)=[O:13]. The catalyst is C(Cl)Cl. The product is [CH:1]([C:4]1[C:5]([CH2:11][OH:13])=[N:6][CH:7]=[CH:8][CH:9]=1)([CH3:3])[CH3:2]. The yield is 0.990. (3) The reactants are [CH3:1][O:2][C:3]1[CH:4]=[C:5]([CH:10]=[CH:11][CH:12]=1)[CH2:6][N:7]([CH3:9])[CH3:8].[CH2:13]([Li])[CH2:14]CC.ICC.C(OCC)C. The catalyst is C1COCC1. The product is [CH2:13]([C:4]1[C:3]([O:2][CH3:1])=[CH:12][CH:11]=[CH:10][C:5]=1[CH2:6][N:7]([CH3:9])[CH3:8])[CH3:14]. The yield is 0.560. (4) The reactants are Br[C:2]1[N:3]=[C:4]([C:9]2[CH:14]=[CH:13][C:12]([O:15][C:16]([F:19])([F:18])[F:17])=[CH:11][CH:10]=2)[C:5]([NH2:8])=[N:6][CH:7]=1.C(N(CC)CC)C.[C]=O.[C:29]([O:32][CH2:33]C)(=[O:31])C. The catalyst is CO. The product is [CH3:33][O:32][C:29]([C:2]1[CH:7]=[N:6][C:5]([NH2:8])=[C:4]([C:9]2[CH:14]=[CH:13][C:12]([O:15][C:16]([F:19])([F:18])[F:17])=[CH:11][CH:10]=2)[N:3]=1)=[O:31]. The yield is 0.730. (5) The reactants are [CH2:1]([O:8][C@@H:9]1[C@@H:17]([O:18][CH2:19][C:20]2[CH:25]=[CH:24][CH:23]=[CH:22][CH:21]=2)[C@@H:16]([CH3:26])[O:15][C:14](=[O:27])[C@H:13]([NH:28]C(=O)OC(C)(C)C)[CH2:12][O:11][CH2:10]1)[C:2]1[CH:7]=[CH:6][CH:5]=[CH:4][CH:3]=1.[ClH:36].O1CCOCC1. The catalyst is C(Cl)Cl. The product is [ClH:36].[NH2:28][C@@H:13]1[CH2:12][O:11][CH2:10][C@H:9]([O:8][CH2:1][C:2]2[CH:7]=[CH:6][CH:5]=[CH:4][CH:3]=2)[C@@H:17]([O:18][CH2:19][C:20]2[CH:25]=[CH:24][CH:23]=[CH:22][CH:21]=2)[C@@H:16]([CH3:26])[O:15][C:14]1=[O:27]. The yield is 0.940. (6) The reactants are CC1(C)C(C)(C)OB([C:9]2[CH:10]=[C:11]([C:30]3[N:34]([C:35]4[CH:40]=[CH:39][CH:38]=[CH:37][CH:36]=4)[C:33]4[CH:41]=[CH:42][CH:43]=[CH:44][C:32]=4[N:31]=3)[CH:12]=[C:13]([C:15]3[N:19]([C:20]4[CH:25]=[CH:24][CH:23]=[CH:22][CH:21]=4)[C:18]4[CH:26]=[CH:27][CH:28]=[CH:29][C:17]=4[N:16]=3)[CH:14]=2)O1.Br[C:47]1[CH:60]=[CH:59][C:50]2[O:51][C:52]3[CH:57]=[CH:56][C:55]([Br:58])=[CH:54][C:53]=3[C:49]=2[CH:48]=1.C(=O)([O-])[O-].[K+].[K+].O1CCOCC1. The catalyst is [Pd].C1(P(C2C=CC=CC=2)C2C=CC=CC=2)C=CC=CC=1.C1(P(C2C=CC=CC=2)C2C=CC=CC=2)C=CC=CC=1.C1(P(C2C=CC=CC=2)C2C=CC=CC=2)C=CC=CC=1.C1(P(C2C=CC=CC=2)C2C=CC=CC=2)C=CC=CC=1.O. The product is [Br:58][C:55]1[CH:56]=[CH:57][C:52]2[O:51][C:50]3[CH:59]=[CH:60][C:47]([C:9]4[CH:14]=[C:13]([C:15]5[N:19]([C:20]6[CH:25]=[CH:24][CH:23]=[CH:22][CH:21]=6)[C:18]6[CH:26]=[CH:27][CH:28]=[CH:29][C:17]=6[N:16]=5)[CH:12]=[C:11]([C:30]5[N:34]([C:35]6[CH:40]=[CH:39][CH:38]=[CH:37][CH:36]=6)[C:33]6[CH:41]=[CH:42][CH:43]=[CH:44][C:32]=6[N:31]=5)[CH:10]=4)=[CH:48][C:49]=3[C:53]=2[CH:54]=1. The yield is 0.560.